Dataset: Catalyst prediction with 721,799 reactions and 888 catalyst types from USPTO. Task: Predict which catalyst facilitates the given reaction. (1) Reactant: [S:1]1[CH2:4][CH:3]([CH2:5][CH2:6]O)[CH2:2]1.C(P(CCCC)CCCC)CCC.N(C(N1CCCCC1)=O)=NC(N1CCCCC1)=O.[Cl:39][C:40]1[CH:41]=[C:42]2[CH:48]=[C:47]([C:49]([O:51][CH2:52][CH3:53])=[O:50])[NH:46][C:43]2=[CH:44][N:45]=1. Product: [Cl:39][C:40]1[CH:41]=[C:42]2[CH:48]=[C:47]([C:49]([O:51][CH2:52][CH3:53])=[O:50])[N:46]([CH2:6][CH2:5][CH:3]3[CH2:2][S:1][CH2:4]3)[C:43]2=[CH:44][N:45]=1. The catalyst class is: 7. (2) The catalyst class is: 12. Reactant: [CH3:1][O:2][C:3]1[CH:4]=[C:5]([C:11]2[C:20]3[C:15](=[CH:16][CH:17]=[C:18]([C:21]4[CH:22]=[CH:23][C:24]([C:27]#[N:28])=[N:25][CH:26]=4)[CH:19]=3)[N:14]=[CH:13][N:12]=2)[CH:6]=[CH:7][C:8]=1[O:9][CH3:10].[Li+].[OH-:30].Cl. Product: [CH3:1][O:2][C:3]1[CH:4]=[C:5]([C:11]2[C:20]3[C:15](=[CH:16][CH:17]=[C:18]([C:21]4[CH:22]=[CH:23][C:24]([C:27]([NH2:28])=[O:30])=[N:25][CH:26]=4)[CH:19]=3)[N:14]=[CH:13][N:12]=2)[CH:6]=[CH:7][C:8]=1[O:9][CH3:10].